From a dataset of Full USPTO retrosynthesis dataset with 1.9M reactions from patents (1976-2016). Predict the reactants needed to synthesize the given product. (1) Given the product [CH3:20][N:21]([CH3:29])[C:22]1[CH:27]=[CH:26][C:25]([NH:28][C:10]([C@H:2]([NH:1][C:13](=[O:14])[O:15][C:16]([CH3:19])([CH3:18])[CH3:17])[CH2:3][C:4]2[CH:5]=[CH:6][CH:7]=[CH:8][CH:9]=2)=[O:12])=[CH:24][CH:23]=1, predict the reactants needed to synthesize it. The reactants are: [NH:1]([C:13]([O:15][C:16]([CH3:19])([CH3:18])[CH3:17])=[O:14])[C@@H:2]([C:10]([OH:12])=O)[CH2:3][C:4]1[CH:9]=[CH:8][CH:7]=[CH:6][CH:5]=1.[CH3:20][N:21]([CH3:29])[C:22]1[CH:27]=[CH:26][C:25]([NH2:28])=[CH:24][CH:23]=1.C1C=CC2N(O)N=NC=2C=1.CCN(CC)CC.CCN=C=NCCCN(C)C. (2) Given the product [Br:12][C:7]1[CH:6]=[C:5]2[C:10](=[CH:9][CH:8]=1)[NH:1][C:2](=[O:11])[CH2:3][CH2:4]2, predict the reactants needed to synthesize it. The reactants are: [NH:1]1[C:10]2[C:5](=[CH:6][CH:7]=[CH:8][CH:9]=2)[CH2:4][CH2:3][C:2]1=[O:11].[Br:12]N1C(=O)CCC1=O.O.CCOCC.